The task is: Predict the product of the given reaction.. This data is from Forward reaction prediction with 1.9M reactions from USPTO patents (1976-2016). (1) Given the reactants CCN(CC)CC.N1C=CC=CC=1.[CH2:14]([O:16][C:17]([C:19]1[N:20]([C:29]2[CH:34]=[CH:33][C:32]([O:35][CH:36]([CH3:38])[CH3:37])=[CH:31][CH:30]=2)[C:21]2[C:26]([CH:27]=1)=[CH:25][C:24]([OH:28])=[CH:23][CH:22]=2)=[O:18])[CH3:15].[Cl:39][C:40]1[CH:41]=[C:42](B(O)O)[CH:43]=[CH:44][CH:45]=1, predict the reaction product. The product is: [CH2:14]([O:16][C:17]([C:19]1[N:20]([C:29]2[CH:34]=[CH:33][C:32]([O:35][CH:36]([CH3:37])[CH3:38])=[CH:31][CH:30]=2)[C:21]2[C:26]([CH:27]=1)=[CH:25][C:24]([O:28][C:44]1[CH:43]=[CH:42][CH:41]=[C:40]([Cl:39])[CH:45]=1)=[CH:23][CH:22]=2)=[O:18])[CH3:15]. (2) Given the reactants [CH3:1][O:2][C:3]([C:5]1[S:6][C:7]([I:27])=[CH:8][C:9]=1[N:10]([C:18]([CH:20]1[CH2:25][CH2:24][CH:23]([CH3:26])[CH2:22][CH2:21]1)=[O:19])[CH:11]1[CH2:16][CH2:15][C:14](=[O:17])[CH2:13][CH2:12]1)=[O:4].C[Si](C)(C)OC1CCOC1.C([SiH](CC)CC)C.C([O-])(O)=O.[Na+], predict the reaction product. The product is: [CH3:1][O:2][C:3]([C:5]1[S:6][C:7]([I:27])=[CH:8][C:9]=1[N:10]([CH:11]1[CH2:12][CH2:13][CH:14]([OH:17])[CH2:15][CH2:16]1)[C:18]([CH:20]1[CH2:21][CH2:22][CH:23]([CH3:26])[CH2:24][CH2:25]1)=[O:19])=[O:4].